Dataset: Full USPTO retrosynthesis dataset with 1.9M reactions from patents (1976-2016). Task: Predict the reactants needed to synthesize the given product. (1) Given the product [CH:10]1([N:9]([CH3:8])[C:23](=[O:25])[O:22][CH2:15][C:16]2[CH:17]=[CH:18][CH:19]=[CH:20][CH:21]=2)[CH2:14][CH:13]=[CH:12][CH2:11]1, predict the reactants needed to synthesize it. The reactants are: CCN(CC)CC.[CH3:8][NH:9][CH:10]1[CH2:14][CH:13]=[CH:12][CH2:11]1.[CH2:15]([O:22][C:23]([O:25]N1C(=O)CCC1=O)=O)[C:16]1[CH:21]=[CH:20][CH:19]=[CH:18][CH:17]=1. (2) Given the product [CH2:7]([O:9][C:10]([C:12]1[N:13]([C:33]2[CH:38]=[CH:37][C:36]([O:39][CH:40]([CH3:41])[CH3:42])=[CH:35][CH:34]=2)[C:14]2[C:19]([C:20]=1[N:1]1[CH2:6][CH2:5][O:4][CH2:3][CH2:2]1)=[C:18]([CH3:43])[C:17]([C:23]1[CH:28]=[CH:27][C:26]([C:29]([CH3:31])([CH3:30])[CH3:32])=[CH:25][CH:24]=1)=[CH:16][CH:15]=2)=[O:11])[CH3:8], predict the reactants needed to synthesize it. The reactants are: [NH:1]1[CH2:6][CH2:5][O:4][CH2:3][CH2:2]1.[CH2:7]([O:9][C:10]([C:12]1[N:13]([C:33]2[CH:38]=[CH:37][C:36]([O:39][CH:40]([CH3:42])[CH3:41])=[CH:35][CH:34]=2)[C:14]2[C:19]([C:20]=1C=O)=[CH:18][C:17]([C:23]1[CH:28]=[CH:27][C:26]([C:29]([CH3:32])([CH3:31])[CH3:30])=[CH:25][CH:24]=1)=[CH:16][CH:15]=2)=[O:11])[CH3:8].[C:43](O)(=O)C.[BH3-]C#N.[Na+]. (3) Given the product [C:16]([OH:23])(=[O:22])/[CH:17]=[CH:18]\[C:19]([OH:21])=[O:20].[Cl:1][C:2]1[CH:3]=[C:4]([N:9]2[CH2:15][C@@H:14]3[C@@H:11]([CH2:12][NH:13]3)[CH2:10]2)[CH:5]=[N:6][C:7]=1[Cl:8], predict the reactants needed to synthesize it. The reactants are: [Cl:1][C:2]1[CH:3]=[C:4]([N:9]2[CH2:15][CH:14]3[CH:11]([CH2:12][NH:13]3)[CH2:10]2)[CH:5]=[N:6][C:7]=1[Cl:8].[C:16]([OH:23])(=[O:22])/[CH:17]=[CH:18]\[C:19]([OH:21])=[O:20].O.N. (4) Given the product [CH3:5][O:6][CH2:7][CH2:8][NH:9][C:13]1[C:14](=[O:23])[C:15]2[C:20](=[CH:19][CH:18]=[CH:17][CH:16]=2)[C:21](=[O:22])[C:12]=1[N:11]([CH2:24][C:25]1[CH:26]=[CH:27][N:28]=[CH:29][CH:30]=1)[C:10](=[O:1])[CH3:31], predict the reactants needed to synthesize it. The reactants are: [OH-:1].[Na+].Cl.[Cl-].[CH3:5][O:6][CH2:7][CH2:8][N:9]1[C:13]2[C:14](=[O:23])[C:15]3[C:20]([C:21](=[O:22])[C:12]=2[N+:11]([CH2:24][C:25]2[CH:30]=[CH:29][N:28]=[CH:27][CH:26]=2)=[C:10]1[CH3:31])=[CH:19][CH:18]=[CH:17][CH:16]=3.O. (5) Given the product [O:1]1[C:5]2[CH:6]=[CH:7][C:8]([C:10]3([C:13]([NH:15][C:16]4[CH:25]=[CH:24][C:19]([CH2:20][OH:21])=[C:18]([Br:26])[CH:17]=4)=[O:14])[CH2:12][CH2:11]3)=[CH:9][C:4]=2[O:3][CH2:2]1, predict the reactants needed to synthesize it. The reactants are: [O:1]1[C:5]2[CH:6]=[CH:7][C:8]([C:10]3([C:13]([NH:15][C:16]4[CH:25]=[CH:24][C:19]([C:20](OC)=[O:21])=[C:18]([Br:26])[CH:17]=4)=[O:14])[CH2:12][CH2:11]3)=[CH:9][C:4]=2[O:3][CH2:2]1.[Li+].[BH4-]. (6) Given the product [Cl:20][C:18]1[CH:17]=[CH:16][C:15]([O:21][C:22]2[CH:27]=[C:26]([F:28])[C:25]([S:29](=[O:47])(=[O:48])[N:30]([CH2:36][C:37]3[CH:42]=[CH:41][C:40]([O:43][CH3:44])=[CH:39][C:38]=3[O:45][CH3:46])[C:31]3[S:35][N:34]=[CH:33][N:32]=3)=[CH:24][C:23]=2[Cl:49])=[C:14]([C:12]2[CH:11]=[CH:10][N:9]=[C:8]([C:7]([NH:6][CH2:5][CH2:4][C:3]([OH:51])=[O:2])=[O:50])[CH:13]=2)[CH:19]=1, predict the reactants needed to synthesize it. The reactants are: C[O:2][C:3](=[O:51])[CH2:4][CH2:5][NH:6][C:7](=[O:50])[C:8]1[CH:13]=[C:12]([C:14]2[CH:19]=[C:18]([Cl:20])[CH:17]=[CH:16][C:15]=2[O:21][C:22]2[CH:27]=[C:26]([F:28])[C:25]([S:29](=[O:48])(=[O:47])[N:30]([CH2:36][C:37]3[CH:42]=[CH:41][C:40]([O:43][CH3:44])=[CH:39][C:38]=3[O:45][CH3:46])[C:31]3[S:35][N:34]=[CH:33][N:32]=3)=[CH:24][C:23]=2[Cl:49])[CH:11]=[CH:10][N:9]=1.O.[OH-].[Li+].Cl.